From a dataset of Cav3 T-type calcium channel HTS with 100,875 compounds. Binary Classification. Given a drug SMILES string, predict its activity (active/inactive) in a high-throughput screening assay against a specified biological target. (1) The molecule is S(c1n(c2c(n1)cc(cc2)C(OCC)=O)CC)CC(=O)/C(=c1\[nH]c2c([nH]1)cccc2)C#N. The result is 0 (inactive). (2) The compound is O(c1ccc(C(C)C)cc1)C(=O)NCCO. The result is 0 (inactive).